Dataset: Reaction yield outcomes from USPTO patents with 853,638 reactions. Task: Predict the reaction yield, written as a fraction of the theoretical maximum amount of product (1.0 means a 100% yield; for example, 0.34 means a 34% yield). (1) The reactants are Br[C:2]1[CH:7]=[CH:6][C:5]([S:8]([NH:11][CH2:12][CH2:13][CH3:14])(=[O:10])=[O:9])=[C:4]([C:15]([F:18])([F:17])[F:16])[CH:3]=1.[C:19]([C:21]1[N:25]([CH3:26])[C:24](B(O)O)=[CH:23][CH:22]=1)#[N:20].[F-].[K+].C(P(C(C)(C)C)C(C)(C)C)(C)(C)C. The catalyst is C1C=CC(/C=C/C(/C=C/C2C=CC=CC=2)=O)=CC=1.C1C=CC(/C=C/C(/C=C/C2C=CC=CC=2)=O)=CC=1.C1C=CC(/C=C/C(/C=C/C2C=CC=CC=2)=O)=CC=1.[Pd].[Pd]. The product is [C:19]([C:21]1[N:25]([CH3:26])[C:24]([C:2]2[CH:7]=[CH:6][C:5]([S:8]([NH:11][CH2:12][CH2:13][CH3:14])(=[O:10])=[O:9])=[C:4]([C:15]([F:18])([F:17])[F:16])[CH:3]=2)=[CH:23][CH:22]=1)#[N:20]. The yield is 0.330. (2) The reactants are [O:1]1[CH2:5][C@@H:4]([OH:6])[C@H:3]2[O:7][CH2:8][C@@H:9]([OH:10])[C@@H:2]12.N1C=CC=CC=1.[S:17](O[S:17]([C:20]([F:23])([F:22])[F:21])(=[O:19])=[O:18])([C:20]([F:23])([F:22])[F:21])(=[O:19])=[O:18]. The catalyst is C(Cl)Cl. The product is [F:21][C:20]([F:23])([F:22])[S:17]([O:6][C@@H:4]1[CH2:5][O:1][C@@H:2]2[C@H:9]([O:10][S:17]([C:20]([F:21])([F:22])[F:23])(=[O:18])=[O:19])[CH2:8][O:7][C@H:3]12)(=[O:19])=[O:18]. The yield is 0.960. (3) The reactants are CCC.[CH3:4][C:5]1([C:10]2[S:11][CH:12]=[CH:13][CH:14]=2)[O:9][CH2:8][CH2:7][O:6]1.[F:15][C:16]1[CH:23]=[CH:22][C:19]([CH:20]=[O:21])=[CH:18][CH:17]=1.[Cl-].[NH4+]. The catalyst is O1CCCC1. The product is [F:15][C:16]1[CH:23]=[CH:22][C:19]([CH:20]([OH:21])[C:12]2[S:11][C:10]([C:5]3([CH3:4])[O:6][CH2:7][CH2:8][O:9]3)=[CH:14][CH:13]=2)=[CH:18][CH:17]=1. The yield is 0.920. (4) The reactants are [Br:1][C:2]1[C:3](F)=[C:4]2[C:10]([NH:11][C:12]([CH:14]3[CH2:16][CH2:15]3)=[O:13])=[CH:9][NH:8][C:5]2=[N:6][CH:7]=1.[NH:18]1[CH2:23][CH2:22][CH2:21][C@@H:20]([NH:24][C:25](=[O:31])[O:26][C:27]([CH3:30])([CH3:29])[CH3:28])[CH2:19]1. No catalyst specified. The product is [Br:1][C:2]1[C:3]([N:18]2[CH2:23][CH2:22][CH2:21][C@@H:20]([NH:24][C:25](=[O:31])[O:26][C:27]([CH3:29])([CH3:28])[CH3:30])[CH2:19]2)=[C:4]2[C:10]([NH:11][C:12]([CH:14]3[CH2:16][CH2:15]3)=[O:13])=[CH:9][NH:8][C:5]2=[N:6][CH:7]=1. The yield is 0.470. (5) The reactants are O1C(N)CCOC2C=CC=CC1=2.ClC1N=C(N[C:21]2[CH:30]=[CH:29][CH:28]=[CH:27][C:22]=2[C:23]([NH:25][CH3:26])=[O:24])C(Cl)=CN=1. The catalyst is C(O)(C(F)(F)F)=O. The product is [CH3:26][NH:25][C:23](=[O:24])[C:22]1[CH:27]=[CH:28][CH:29]=[CH:30][CH:21]=1. The yield is 0.560. (6) The reactants are [Cl:1][C:2]1[CH:10]=[N:9][CH:8]=[C:7]([Cl:11])[C:3]=1[C:4]([OH:6])=O.[NH2:12][C:13]1[CH:20]=[CH:19][C:16]([CH2:17][OH:18])=[CH:15][CH:14]=1.C1COCC1. The catalyst is S(Cl)(Cl)=O. The product is [Cl:11][C:7]1[CH:8]=[N:9][CH:10]=[C:2]([Cl:1])[C:3]=1[C:4]([NH:12][C:13]1[CH:20]=[CH:19][C:16]([CH2:17][OH:18])=[CH:15][CH:14]=1)=[O:6]. The yield is 0.630.